This data is from Catalyst prediction with 721,799 reactions and 888 catalyst types from USPTO. The task is: Predict which catalyst facilitates the given reaction. Reactant: [Cl:1][C:2]1[CH:9]=[CH:8][C:5]([CH:6]=[O:7])=[C:4](F)[CH:3]=1.[F:11][C:12]1[CH:17]=[CH:16][CH:15]=[C:14]([O:18][CH3:19])[C:13]=1[OH:20].C(=O)([O-])[O-].[Cs+].[Cs+]. Product: [Cl:1][C:2]1[CH:9]=[CH:8][C:5]([CH:6]=[O:7])=[C:4]([O:20][C:13]2[C:14]([O:18][CH3:19])=[CH:15][CH:16]=[CH:17][C:12]=2[F:11])[CH:3]=1. The catalyst class is: 44.